From a dataset of Catalyst prediction with 721,799 reactions and 888 catalyst types from USPTO. Predict which catalyst facilitates the given reaction. Reactant: [F:1][C:2]([F:40])([F:39])[C:3]1[CH:4]=[C:5]([C@H:13]([O:15][C@H:16]2[CH2:21][CH2:20][C@H:19]([C:22](OCC)=[O:23])[C@@H:18]([C:27](OCC)=[O:28])[C@@H:17]2[C:32]2[CH:37]=[CH:36][C:35]([F:38])=[CH:34][CH:33]=2)[CH3:14])[CH:6]=[C:7]([C:9]([F:12])([F:11])[F:10])[CH:8]=1.[Li+].[BH4-]. Product: [F:12][C:9]([F:10])([F:11])[C:7]1[CH:6]=[C:5]([C@H:13]([O:15][C@H:16]2[CH2:21][CH2:20][C@H:19]([CH2:22][OH:23])[C@@H:18]([CH2:27][OH:28])[C@@H:17]2[C:32]2[CH:33]=[CH:34][C:35]([F:38])=[CH:36][CH:37]=2)[CH3:14])[CH:4]=[C:3]([C:2]([F:1])([F:39])[F:40])[CH:8]=1. The catalyst class is: 1.